Dataset: Full USPTO retrosynthesis dataset with 1.9M reactions from patents (1976-2016). Task: Predict the reactants needed to synthesize the given product. (1) Given the product [CH2:23]([O:22][CH:4]([O:3][CH2:1][CH3:2])[CH2:5][CH2:6][CH2:7][NH:8][C:9]1[C:18]2[C:13](=[CH:14][CH:15]=[CH:16][N:17]=2)[N:12]=[CH:11][C:10]=1[NH2:19])[CH3:24], predict the reactants needed to synthesize it. The reactants are: [CH2:1]([O:3][CH:4]([O:22][CH2:23][CH3:24])[CH2:5][CH2:6][CH2:7][NH:8][C:9]1[C:18]2[C:13](=[CH:14][CH:15]=[CH:16][N:17]=2)[N:12]=[CH:11][C:10]=1[N+:19]([O-])=O)[CH3:2]. (2) Given the product [C:14]1([S:11]([N:7]2[C:8]3[C:4](=[C:3]([CH2:20][N:21]4[CH2:22][CH2:23][NH:24][CH2:25][CH2:26]4)[C:2]([O:1][CH2:35][C:36]#[N:37])=[CH:10][CH:9]=3)[CH:5]=[CH:6]2)(=[O:12])=[O:13])[CH:15]=[CH:16][CH:17]=[CH:18][CH:19]=1, predict the reactants needed to synthesize it. The reactants are: [OH:1][C:2]1[C:3]([CH2:20][N:21]2[CH2:26][CH2:25][N:24](C(OC(C)(C)C)=O)[CH2:23][CH2:22]2)=[C:4]2[C:8](=[CH:9][CH:10]=1)[N:7]([S:11]([C:14]1[CH:19]=[CH:18][CH:17]=[CH:16][CH:15]=1)(=[O:13])=[O:12])[CH:6]=[CH:5]2.Br[CH2:35][C:36]#[N:37].[OH-].[Na+]. (3) Given the product [Cl:8][CH2:4][C:3]1[CH:16]=[C:15]([O:14][CH2:13][O:12][CH2:10][CH3:11])[CH:20]=[C:19]([CH2:21][Cl:26])[CH:2]=1, predict the reactants needed to synthesize it. The reactants are: Cl[C:2]1N=NN=[C:4]([Cl:8])[C:3]=1Cl.[CH2:10]([O:12][CH2:13][O:14][C:15]1[CH:16]=C(CO)C=[C:19]([CH2:21]O)[CH:20]=1)[CH3:11].C(Cl)[Cl:26]. (4) Given the product [C:44]([C:42]1[CH:43]=[C:39]([NH:38][C:36]([NH:35][C@@H:28]2[C:29]3[C:34](=[CH:33][CH:32]=[CH:31][CH:30]=3)[C@H:25]([O:24][C:21]3[CH:22]=[CH:23][C:18]4[N:19]([C:15]([CH2:14][CH:11]5[CH2:10][CH2:9][NH:8][CH2:13][CH2:12]5)=[N:16][N:17]=4)[CH:20]=3)[CH2:26][CH2:27]2)=[O:37])[N:40]([C:48]2[CH:49]=[CH:50][C:51]([CH3:54])=[CH:52][CH:53]=2)[N:41]=1)([CH3:47])([CH3:45])[CH3:46], predict the reactants needed to synthesize it. The reactants are: C(OC([N:8]1[CH2:13][CH2:12][CH:11]([CH2:14][C:15]2[N:19]3[CH:20]=[C:21]([O:24][C@H:25]4[C:34]5[C:29](=[CH:30][CH:31]=[CH:32][CH:33]=5)[C@@H:28]([NH:35][C:36]([NH:38][C:39]5[N:40]([C:48]6[CH:53]=[CH:52][C:51]([CH3:54])=[CH:50][CH:49]=6)[N:41]=[C:42]([C:44]([CH3:47])([CH3:46])[CH3:45])[CH:43]=5)=[O:37])[CH2:27][CH2:26]4)[CH:22]=[CH:23][C:18]3=[N:17][N:16]=2)[CH2:10][CH2:9]1)=O)(C)(C)C.C(O)(C(F)(F)F)=O. (5) Given the product [CH2:1]([N:8]1[CH2:13][CH2:12][CH:11]([N:14]2[CH2:18][C:17]3=[CH:19][N:20]=[C:21]([CH2:22][OH:23])[N:16]3[C:15]2=[O:31])[CH2:10][CH2:9]1)[C:2]1[CH:3]=[CH:4][CH:5]=[CH:6][CH:7]=1, predict the reactants needed to synthesize it. The reactants are: [CH2:1]([N:8]1[CH2:13][CH2:12][CH:11]([N:14]2[CH2:18][C:17]3=[CH:19][N:20]=[C:21]([CH2:22][O:23][Si](C(C)(C)C)(C)C)[N:16]3[C:15]2=[O:31])[CH2:10][CH2:9]1)[C:2]1[CH:7]=[CH:6][CH:5]=[CH:4][CH:3]=1. (6) Given the product [N:25]1([CH2:32][CH2:33][N:34]2[CH2:35][CH2:36][CH:37]([NH:40][C:15]([C:9]3[NH:10][C:11]4[C:7]([CH:8]=3)=[C:6]([O:5][C:4]3[CH:18]=[CH:19][C:20]([F:21])=[C:2]([F:1])[CH:3]=3)[CH:14]=[CH:13][CH:12]=4)=[O:17])[CH2:38][CH2:39]2)[CH2:31][CH2:30][CH2:29][CH2:28][CH2:27][CH2:26]1, predict the reactants needed to synthesize it. The reactants are: [F:1][C:2]1[CH:3]=[C:4]([CH:18]=[CH:19][C:20]=1[F:21])[O:5][C:6]1[CH:14]=[CH:13][CH:12]=[C:11]2[C:7]=1[CH:8]=[C:9]([C:15]([OH:17])=O)[NH:10]2.Cl.Cl.Cl.[N:25]1([CH2:32][CH2:33][N:34]2[CH2:39][CH2:38][CH:37]([NH2:40])[CH2:36][CH2:35]2)[CH2:31][CH2:30][CH2:29][CH2:28][CH2:27][CH2:26]1. (7) Given the product [N+:13]([C:5]1[CH:4]=[C:3]([OH:2])[CH:8]=[C:7]([C:9]([F:10])([F:11])[F:12])[CH:6]=1)([O-:15])=[O:14], predict the reactants needed to synthesize it. The reactants are: C[O:2][C:3]1[CH:8]=[C:7]([C:9]([F:12])([F:11])[F:10])[CH:6]=[C:5]([N+:13]([O-:15])=[O:14])[CH:4]=1.B(Br)(Br)Br.